From a dataset of Full USPTO retrosynthesis dataset with 1.9M reactions from patents (1976-2016). Predict the reactants needed to synthesize the given product. Given the product [O:19]=[C:15]1[CH2:16][CH2:17][CH2:18][N:14]1[CH2:13][CH2:12][CH2:11][O:1][C:2]1[CH:9]=[CH:8][C:5]([CH:6]=[O:7])=[CH:4][CH:3]=1, predict the reactants needed to synthesize it. The reactants are: [OH:1][C:2]1[CH:9]=[CH:8][C:5]([CH:6]=[O:7])=[CH:4][CH:3]=1.Cl[CH2:11][CH2:12][CH2:13][N:14]1[CH2:18][CH2:17][CH2:16][C:15]1=[O:19].OCCCN1CCCC1=O.S(Cl)(Cl)=O.